This data is from Full USPTO retrosynthesis dataset with 1.9M reactions from patents (1976-2016). The task is: Predict the reactants needed to synthesize the given product. Given the product [C:1]1([CH:7]([C:13]2[C:18](=[O:19])[C:17]([CH3:20])=[C:16]([CH3:21])[C:15](=[O:22])[C:14]=2[CH3:23])[CH2:8][CH2:9][C:10]([O:12][CH2:33][CH2:32][CH2:31][CH2:30][CH2:29][CH2:28][O:27][N+:24]([O-:26])=[O:25])=[O:11])[CH:6]=[CH:5][CH:4]=[CH:3][CH:2]=1, predict the reactants needed to synthesize it. The reactants are: [C:1]1([CH:7]([C:13]2[C:18](=[O:19])[C:17]([CH3:20])=[C:16]([CH3:21])[C:15](=[O:22])[C:14]=2[CH3:23])[CH2:8][CH2:9][C:10]([OH:12])=[O:11])[CH:6]=[CH:5][CH:4]=[CH:3][CH:2]=1.[N+:24]([O:27][CH2:28][CH2:29][CH2:30][CH2:31][CH2:32][CH2:33]O)([O-:26])=[O:25].C(N=C=NCCCN(C)C)C.